Dataset: Forward reaction prediction with 1.9M reactions from USPTO patents (1976-2016). Task: Predict the product of the given reaction. (1) Given the reactants [Cl:1][C:2]1[C:11]2[C:6](=[CH:7][CH:8]=[C:9]([O:12]C)[CH:10]=2)[C:5]([CH3:14])=[N:4][N:3]=1.B(Br)(Br)Br, predict the reaction product. The product is: [Cl:1][C:2]1[C:11]2[C:6](=[CH:7][CH:8]=[C:9]([OH:12])[CH:10]=2)[C:5]([CH3:14])=[N:4][N:3]=1. (2) Given the reactants Cl[C:2]1[C:11]2[C:6](=[CH:7][C:8]([O:16][CH2:17][C:18]3[CH:23]=[CH:22][C:21]([O:24][CH3:25])=[CH:20][C:19]=3[O:26][CH3:27])=[CH:9][C:10]=2[O:12][CH:13]([CH3:15])[CH3:14])[N:5]=[CH:4][N:3]=1.[NH2:28][C:29]1[C:34]([Cl:35])=[CH:33][N:32]=[C:31]2[O:36][CH2:37][O:38][C:30]=12, predict the reaction product. The product is: [Cl:35][C:34]1[C:29]([NH:28][C:2]2[C:11]3[C:6](=[CH:7][C:8]([O:16][CH2:17][C:18]4[CH:23]=[CH:22][C:21]([O:24][CH3:25])=[CH:20][C:19]=4[O:26][CH3:27])=[CH:9][C:10]=3[O:12][CH:13]([CH3:15])[CH3:14])[N:5]=[CH:4][N:3]=2)=[C:30]2[O:38][CH2:37][O:36][C:31]2=[N:32][CH:33]=1. (3) Given the reactants [CH3:1][O:2][CH2:3][CH2:4][CH2:5][OH:6].[H-].[Na+].[F:9][C:10]1[C:16](F)=[CH:15][C:13]([NH2:14])=[C:12]([N+:18]([O-:20])=[O:19])[CH:11]=1.O, predict the reaction product. The product is: [F:9][C:10]1[C:16]([O:6][CH2:5][CH2:4][CH2:3][O:2][CH3:1])=[CH:15][C:13]([NH2:14])=[C:12]([N+:18]([O-:20])=[O:19])[CH:11]=1. (4) Given the reactants [CH3:1][C@@H:2]([C@@H:9]1[C@@:13]2([CH3:33])[CH2:14][CH2:15][C:16]3[C@@:21]4([CH3:32])[CH2:22][CH2:23][C@H:24]([O:28][C:29]([CH3:31])=[O:30])[C:25]([CH3:27])([CH3:26])[CH:20]4[CH2:19][CH2:18][C:17]=3[C@:12]2([CH3:34])[CH2:11][CH2:10]1)[CH2:3][CH2:4][CH:5]=[C:6]([CH3:8])[CH3:7].ClC1C=CC=C(C(OO)=O)C=1.C(=O)([O-])O.[Na+], predict the reaction product. The product is: [CH3:1][C@@H:2]([C@@H:9]1[C@@:13]2([CH3:33])[CH2:14][CH2:15][C:16]3[C@@:21]4([CH3:32])[CH2:22][CH2:23][C@H:24]([O:28][C:29]([CH3:31])=[O:30])[C:25]([CH3:27])([CH3:26])[C@@H:20]4[CH2:19][CH2:18][C:17]=3[C@:12]2([CH3:34])[CH2:11][CH2:10]1)[CH2:3][CH2:4][CH2:5][CH:6]([CH3:7])[CH3:8]. (5) Given the reactants [C:1]([O:5][C:6]([N:8]1[CH2:12][CH2:11][CH2:10][C@@H:9]1[C:13](=[O:31])[NH:14][C:15]1[CH:16]=[C:17]([C:22]2[CH:27]=[CH:26][C:25]([C:28](O)=[O:29])=[CH:24][CH:23]=2)[C:18]([Cl:21])=[CH:19][CH:20]=1)=[O:7])([CH3:4])([CH3:3])[CH3:2].[CH3:32][S:33]([N:36]1[CH2:41][CH2:40][N:39]([CH2:42][C:43]2[CH:48]=[CH:47][C:46]([NH2:49])=[CH:45][CH:44]=2)[CH2:38][CH2:37]1)(=[O:35])=[O:34].CN(C(ON1N=NC2C=CC=CC1=2)=[N+](C)C)C.F[P-](F)(F)(F)(F)F.CN1CCOCC1, predict the reaction product. The product is: [C:1]([O:5][C:6]([N:8]1[CH2:12][CH2:11][CH2:10][C@@H:9]1[C:13](=[O:31])[NH:14][C:15]1[CH:16]=[C:17]([C:22]2[CH:23]=[CH:24][C:25]([C:28](=[O:29])[NH:49][C:46]3[CH:47]=[CH:48][C:43]([CH2:42][N:39]4[CH2:38][CH2:37][N:36]([S:33]([CH3:32])(=[O:35])=[O:34])[CH2:41][CH2:40]4)=[CH:44][CH:45]=3)=[CH:26][CH:27]=2)[C:18]([Cl:21])=[CH:19][CH:20]=1)=[O:7])([CH3:4])([CH3:2])[CH3:3]. (6) Given the reactants [C:1]([C:3]1[CH:10]=[CH:9][C:6]([CH:7]=O)=[CH:5][CH:4]=1)#[N:2].[CH3:11][C:12]([C:14]1[CH:19]=[CH:18][C:17]([O:20][CH3:21])=[C:16]([O:22][CH3:23])[C:15]=1[O:24][CH3:25])=[O:13], predict the reaction product. The product is: [C:1]([C:3]1[CH:10]=[CH:9][C:6]([CH:7]=[CH:11][C:12]([C:14]2[CH:19]=[CH:18][C:17]([O:20][CH3:21])=[C:16]([O:22][CH3:23])[C:15]=2[O:24][CH3:25])=[O:13])=[CH:5][CH:4]=1)#[N:2]. (7) Given the reactants [NH2:1][C:2]1[C:6]2[CH:7]=[C:8]([Br:11])[CH:9]=[CH:10][C:5]=2[O:4][C:3]=1[C:12]([NH2:14])=[O:13].O=[CH:16][CH2:17][CH:18]1[CH2:23][CH2:22][N:21](C(OC(C)(C)C)=O)[CH2:20][CH2:19]1.OS([O-])=O.[Na+], predict the reaction product. The product is: [Br:11][C:8]1[CH:9]=[CH:10][C:5]2[O:4][C:3]3[C:12](=[O:13])[NH:14][C:16]([CH2:17][CH:18]4[CH2:23][CH2:22][NH:21][CH2:20][CH2:19]4)=[N:1][C:2]=3[C:6]=2[CH:7]=1. (8) Given the reactants [OH:1][B:2]1[C@@H:7]([NH:8][C:9](=[O:15])[CH2:10][CH2:11][C:12](=[O:14])[CH3:13])[CH2:6][C:5]2[CH:16]=[CH:17][CH:18]=[C:19]([C:20]([OH:22])=[O:21])[C:4]=2[O:3]1.[C:23](=[O:26])([O-])[O-:24].[K+].[K+].[I-].[Na+].CN([CH:34]=[O:35])C, predict the reaction product. The product is: [CH:4]1([O:24][C:23]([O:35][CH2:34][O:21][C:20]([C:19]2[C:4]3[O:3][B:2]([OH:1])[C@@H:7]([NH:8][C:9](=[O:15])[CH2:10][CH2:11][C:12](=[O:14])[CH3:13])[CH2:6][C:5]=3[CH:16]=[CH:17][CH:18]=2)=[O:22])=[O:26])[CH2:19][CH2:18][CH2:17][CH2:16][CH2:5]1. (9) Given the reactants [Cl:1][C:2]1[CH:3]=[C:4]([C:8]2[N:13]=[C:12]([C:14]([OH:16])=O)[CH:11]=[CH:10][C:9]=2[CH:17]2[CH2:21][CH2:20][CH2:19][O:18]2)[CH:5]=[CH:6][CH:7]=1.[CH3:22][C:23]([CH3:30])([C:25]1[O:26][CH:27]=[CH:28][N:29]=1)[NH2:24], predict the reaction product. The product is: [CH3:22][C:23]([NH:24][C:14]([C:12]1[CH:11]=[CH:10][C:9]([CH:17]2[CH2:21][CH2:20][CH2:19][O:18]2)=[C:8]([C:4]2[CH:5]=[CH:6][CH:7]=[C:2]([Cl:1])[CH:3]=2)[N:13]=1)=[O:16])([C:25]1[O:26][CH:27]=[CH:28][N:29]=1)[CH3:30].